Dataset: Catalyst prediction with 721,799 reactions and 888 catalyst types from USPTO. Task: Predict which catalyst facilitates the given reaction. (1) Reactant: [C:1]([O:5][C:6]([N:8]1[CH2:13][CH2:12][CH:11]([N:14]2[CH:18]=[C:17]([C:19]3[S:23][CH:22]=[C:21]([C:24](O)=[O:25])[C:20]=3[CH3:27])[CH:16]=[N:15]2)[CH2:10][CH2:9]1)=[O:7])([CH3:4])([CH3:3])[CH3:2].Cl.[NH2:29][CH2:30][C:31]1[C:32](=[O:39])[NH:33][C:34]([CH3:38])=[CH:35][C:36]=1[CH3:37].CN1CCOCC1.C(Cl)CCl.C1C=NC2N(O)N=NC=2C=1. Product: [CH3:37][C:36]1[CH:35]=[C:34]([CH3:38])[NH:33][C:32](=[O:39])[C:31]=1[CH2:30][NH:29][C:24]([C:21]1[C:20]([CH3:27])=[C:19]([C:17]2[CH:16]=[N:15][N:14]([CH:11]3[CH2:10][CH2:9][N:8]([C:6]([O:5][C:1]([CH3:3])([CH3:4])[CH3:2])=[O:7])[CH2:13][CH2:12]3)[CH:18]=2)[S:23][CH:22]=1)=[O:25]. The catalyst class is: 16. (2) Reactant: CS(C)=O.Cl[CH2:6][CH2:7][CH2:8][O:9][C:10]1[CH:11]=[C:12]([CH2:16][C:17]([NH:19][C:20]2[S:21][CH:22]=[C:23]([C:25]3[CH:30]=[CH:29][N:28]=[CH:27][CH:26]=3)[N:24]=2)=[O:18])[CH:13]=[CH:14][CH:15]=1.[NH:31]1[CH2:36][CH2:35][NH:34][CH2:33][CH2:32]1. Product: [N:31]1([CH2:6][CH2:7][CH2:8][O:9][C:10]2[CH:11]=[C:12]([CH2:16][C:17]([NH:19][C:20]3[S:21][CH:22]=[C:23]([C:25]4[CH:30]=[CH:29][N:28]=[CH:27][CH:26]=4)[N:24]=3)=[O:18])[CH:13]=[CH:14][CH:15]=2)[CH2:36][CH2:35][NH:34][CH2:33][CH2:32]1. The catalyst class is: 6. (3) Reactant: [C:1]1([N:7]([C:14]2[CH:24]=[CH:23][C:17]([CH:18]=[CH:19][C:20](O)=[O:21])=[CH:16][CH:15]=2)[C:8]2[CH:13]=[CH:12][CH:11]=[CH:10][CH:9]=2)[CH:6]=[CH:5][CH:4]=[CH:3][CH:2]=1.S(Cl)([Cl:27])=O.CN(C)C=O.Cl. Product: [C:1]1([N:7]([C:14]2[CH:24]=[CH:23][C:17]([CH:18]=[CH:19][C:20]([Cl:27])=[O:21])=[CH:16][CH:15]=2)[C:8]2[CH:13]=[CH:12][CH:11]=[CH:10][CH:9]=2)[CH:6]=[CH:5][CH:4]=[CH:3][CH:2]=1. The catalyst class is: 4. (4) Reactant: [CH2:1]([O:3][C:4]([C:6]1[N:7]=[C:8]([NH:11][C:12]2[CH:17]=[CH:16][C:15]([Cl:18])=[CH:14][CH:13]=2)[S:9][CH:10]=1)=[O:5])[CH3:2].Br.[Cl:20][C:21]1[CH:29]=[C:28]([Cl:30])[CH:27]=[CH:26][C:22]=1[C:23](Cl)=[O:24].CCN(CC)CC. Product: [CH2:1]([O:3][C:4]([C:6]1[N:7]=[C:8]([N:11]([C:12]2[CH:17]=[CH:16][C:15]([Cl:18])=[CH:14][CH:13]=2)[C:23](=[O:24])[C:22]2[CH:26]=[CH:27][C:28]([Cl:30])=[CH:29][C:21]=2[Cl:20])[S:9][CH:10]=1)=[O:5])[CH3:2]. The catalyst class is: 2. (5) Product: [F:20][C:17]([F:18])([F:19])[C:15]1[CH:14]=[C:13]([C:21]2[CH:22]=[CH:23][C:24]([C:27]([F:30])([F:28])[F:29])=[CH:25][CH:26]=2)[N:12]=[C:11]([N:9]2[CH:10]=[C:6]([C:40]3[CH:41]=[C:42]([S:46]([NH2:49])(=[O:48])=[O:47])[CH:43]=[N:44][CH:45]=3)[N:7]=[CH:8]2)[CH:16]=1. The catalyst class is: 11. Reactant: C([Sn](CCCC)(CCCC)[C:6]1[N:7]=[CH:8][N:9]([C:11]2[CH:16]=[C:15]([C:17]([F:20])([F:19])[F:18])[CH:14]=[C:13]([C:21]3[CH:26]=[CH:25][C:24]([C:27]([F:30])([F:29])[F:28])=[CH:23][CH:22]=3)[N:12]=2)[CH:10]=1)CCC.Br[C:40]1[CH:41]=[C:42]([S:46]([NH2:49])(=[O:48])=[O:47])[CH:43]=[N:44][CH:45]=1.CCCCCCC. (6) Reactant: [CH2:1]([O:8][C:9]([N:11]1[CH2:16][CH2:15][C@H:14]([OH:17])[C@@H:13]([NH2:18])[CH2:12]1)=[O:10])[C:2]1[CH:7]=[CH:6][CH:5]=[CH:4][CH:3]=1.[CH:19]1([N:24]2[CH2:30][C:29]([F:32])([F:31])[C:28](=[O:33])[N:27]([CH3:34])[C:26]3[CH:35]=[N:36][C:37]([NH:39][C:40]4[CH:48]=[CH:47][C:43]([C:44](O)=[O:45])=[CH:42][C:41]=4[O:49][CH3:50])=[N:38][C:25]2=3)[CH2:23][CH2:22][CH2:21][CH2:20]1.F[P-](F)(F)(F)(F)F.[CH3:58]N(C(N(C)C)=[N+]1C2C=CC=CC=2[N+]([O-])=N1)C.C(N(C(C)C)CC)(C)C. Product: [CH2:1]([O:8][C:9]([N:11]1[CH2:16][CH2:15][CH:14]([O:17][CH3:58])[CH:13]([NH:18][C:44](=[O:45])[C:43]2[CH:47]=[CH:48][C:40]([NH:39][C:37]3[N:36]=[CH:35][C:26]4[N:27]([CH3:34])[C:28](=[O:33])[C:29]([F:31])([F:32])[CH2:30][N:24]([CH:19]5[CH2:20][CH2:21][CH2:22][CH2:23]5)[C:25]=4[N:38]=3)=[C:41]([O:49][CH3:50])[CH:42]=2)[CH2:12]1)=[O:10])[C:2]1[CH:3]=[CH:4][CH:5]=[CH:6][CH:7]=1. The catalyst class is: 145. (7) Reactant: [C:1]([N:8]1[CH2:13][CH2:12][NH:11][CH2:10][CH2:9]1)([O:3][C:4]([CH3:7])([CH3:6])[CH3:5])=[O:2].[Br:14][C:15]1[C:23]2[O:22][CH:21]=[C:20]([CH:24]=O)[C:19]=2[CH:18]=[CH:17][CH:16]=1.[BH-](OC(C)=O)(OC(C)=O)OC(C)=O.[Na+]. Product: [Br:14][C:15]1[C:23]2[O:22][CH:21]=[C:20]([CH2:24][N:11]3[CH2:10][CH2:9][N:8]([C:1]([O:3][C:4]([CH3:7])([CH3:6])[CH3:5])=[O:2])[CH2:13][CH2:12]3)[C:19]=2[CH:18]=[CH:17][CH:16]=1. The catalyst class is: 25.